This data is from Reaction yield outcomes from USPTO patents with 853,638 reactions. The task is: Predict the reaction yield, written as a fraction of the theoretical maximum amount of product (1.0 means a 100% yield; for example, 0.34 means a 34% yield). (1) The reactants are [Li+].[OH-].C([O:5][C:6]([C:8]12[CH2:25][CH:24]1[CH:23]=[CH:22][CH2:21][CH2:20][CH2:19][CH2:18][N:17]([CH3:26])[C:16](=[O:27])[CH:15]1[CH:11]([CH2:12][CH:13]([O:28][C:29]3(C)[C:38]4[C:33](=[CH:34][C:35]([O:39][CH3:40])=[CH:36][CH:37]=4)[N:32]=[C:31]([C:41]4[N:42]=[C:43]([CH:46]5[CH2:51][CH2:50][CH2:49][CH2:48][CH2:47]5)[S:44][CH:45]=4)[CH2:30]3)[CH2:14]1)[C:10](=[O:53])[NH:9]2)=[O:7])C.[CH3:54]O. The catalyst is C1COCC1.O. The product is [CH:46]1([C:43]2[S:44][CH:45]=[C:41]([C:31]3[CH:30]=[C:29]([O:28][CH:13]4[CH2:12][CH:11]5[CH:15]([C:16](=[O:27])[N:17]([CH3:26])[CH2:18][CH2:19][CH2:20][CH2:21][CH:22]=[CH:23][CH:24]6[C:8]([C:6]([OH:5])=[O:7])([NH:9][C:10]5=[O:53])[CH2:25]6)[CH2:14]4)[C:38]4[C:33](=[C:34]([CH3:54])[C:35]([O:39][CH3:40])=[CH:36][CH:37]=4)[N:32]=3)[N:42]=2)[CH2:47][CH2:48][CH2:49][CH2:50][CH2:51]1. The yield is 0.950. (2) The reactants are [C:1]1(=[O:8])[O:7][C:5](=O)[CH2:4][O:3][CH2:2]1.[NH2:9][CH2:10][CH2:11][CH2:12][OH:13]. No catalyst specified. The product is [OH:13][CH2:12][CH2:11][CH2:10][N:9]1[C:1](=[O:8])[CH2:2][O:3][CH2:4][C:5]1=[O:7]. The yield is 0.990. (3) The reactants are [NH4+].[OH-].S[C:4]1[N:5]=[C:6]([OH:14])[C:7]2[C@H:12]([CH3:13])[CH2:11][CH2:10][C:8]=2[N:9]=1. The catalyst is [Ni].O. The product is [CH3:13][C@H:12]1[C:7]2[C:6]([OH:14])=[N:5][CH:4]=[N:9][C:8]=2[CH2:10][CH2:11]1. The yield is 0.990. (4) The reactants are [C:1]([O:5][C:6](=[O:112])[CH2:7][N:8]([CH2:104][C:105](=[O:111])[O:106][C:107]([CH3:110])([CH3:109])[CH3:108])[C:9](=[O:103])[CH2:10][N:11]1[CH:15]=[CH:14][N:13]=[C:12]1[CH2:16][N:17]([CH2:77][C:78]1[N:79]([CH2:83][C:84](=[O:102])[N:85]([CH2:94][C:95](=[O:101])[O:96][C:97]([CH3:100])([CH3:99])[CH3:98])[CH2:86][C:87](=[O:93])[O:88][C:89]([CH3:92])([CH3:91])[CH3:90])[CH:80]=[CH:81][N:82]=1)[CH2:18][CH2:19][CH2:20][CH2:21][C@@H:22]([C:41](=[O:76])[NH:42][CH2:43][CH2:44][CH2:45][CH2:46][C@@H:47]([C:69]([O:71][C:72]([CH3:75])([CH3:74])[CH3:73])=[O:70])[NH:48][C:49](=[O:68])[NH:50][C@H:51]([C:61]([O:63][C:64]([CH3:67])([CH3:66])[CH3:65])=[O:62])[CH2:52][CH2:53][C:54]([O:56][C:57]([CH3:60])([CH3:59])[CH3:58])=[O:55])[NH:23]C(=O)OCC1C2C=CC=CC=2C2C1=CC=CC=2)([CH3:4])([CH3:3])[CH3:2].N1CCCCC1. The catalyst is CN(C=O)C. The product is [NH2:23][C@H:22]([C:41](=[O:76])[NH:42][CH2:43][CH2:44][CH2:45][CH2:46][C@@H:47]([C:69]([O:71][C:72]([CH3:75])([CH3:74])[CH3:73])=[O:70])[NH:48][C:49](=[O:68])[NH:50][C@H:51]([C:61]([O:63][C:64]([CH3:67])([CH3:66])[CH3:65])=[O:62])[CH2:52][CH2:53][C:54]([O:56][C:57]([CH3:60])([CH3:59])[CH3:58])=[O:55])[CH2:21][CH2:20][CH2:19][CH2:18][N:17]([CH2:77][C:78]1[N:79]([CH2:83][C:84]([N:85]([CH2:86][C:87]([O:88][C:89]([CH3:90])([CH3:91])[CH3:92])=[O:93])[CH2:94][C:95](=[O:101])[O:96][C:97]([CH3:98])([CH3:99])[CH3:100])=[O:102])[CH:80]=[CH:81][N:82]=1)[CH2:16][C:12]1[N:11]([CH2:10][C:9]([N:8]([CH2:104][C:105]([O:106][C:107]([CH3:109])([CH3:108])[CH3:110])=[O:111])[CH2:7][C:6](=[O:112])[O:5][C:1]([CH3:2])([CH3:4])[CH3:3])=[O:103])[CH:15]=[CH:14][N:13]=1. The yield is 0.250. (5) The reactants are [Si](OS(C(F)(F)F)(=O)=O)(C)(C)C.[S:13]1[CH2:18][CH2:17][C:16](=O)[CH2:15][CH2:14]1.[Br:20][C:21]1[CH:22]=[C:23]2[C:27](=[C:28]([C:30]([O:32][CH2:33][CH3:34])=[O:31])[CH:29]=1)[NH:26][CH:25]=[CH:24]2.C([SiH](CC)CC)C.C([O-])([O-])=O.[Na+].[Na+]. The catalyst is C(Cl)Cl. The product is [Br:20][C:21]1[CH:22]=[C:23]2[C:27](=[C:28]([C:30]([O:32][CH2:33][CH3:34])=[O:31])[CH:29]=1)[NH:26][CH:25]=[C:24]2[CH:16]1[CH2:17][CH2:18][S:13][CH2:14][CH2:15]1. The yield is 0.760. (6) The reactants are Cl.C(N=C=NCCCN(C)C)C.[CH2:13]([N:15]([CH2:18][CH3:19])[CH2:16][CH3:17])[CH3:14].[CH:20]([C:22]1[NH:26][C:25]([CH3:27])=[C:24]([C:28]([OH:30])=O)[C:23]=1[CH3:31])=[O:21].O[N:33]1[C:37]2C=CC=C[C:36]=2[N:35]=N1.[OH2:42]. The catalyst is CN(C=O)C. The product is [CH2:13]([N:15]([CH2:18][CH3:19])[CH2:16][CH2:17][NH:35][C:36](=[O:42])[CH2:37][NH:33][C:28]([C:24]1[C:23]([CH3:31])=[C:22]([CH:20]=[O:21])[NH:26][C:25]=1[CH3:27])=[O:30])[CH3:14]. The yield is 0.485. (7) The reactants are [OH-].[Na+].[CH3:3][O:4][CH2:5][CH2:6][O:7][CH2:8][O:9][C:10]1[CH:19]=[CH:18][C:13]([C:14]([O:16]C)=[O:15])=[CH:12][CH:11]=1.Cl. The catalyst is O1CCCC1.O.CO.C(OCC)(=O)C. The product is [CH3:3][O:4][CH2:5][CH2:6][O:7][CH2:8][O:9][C:10]1[CH:19]=[CH:18][C:13]([C:14]([OH:16])=[O:15])=[CH:12][CH:11]=1. The yield is 0.950.